The task is: Predict the reactants needed to synthesize the given product.. This data is from Full USPTO retrosynthesis dataset with 1.9M reactions from patents (1976-2016). (1) Given the product [CH2:1]([N:8]1[CH:12]=[C:11]([CH2:13][OH:14])[C:10]([O:18][CH2:19][C:20]2[CH:25]=[CH:24][C:23]([O:26][CH2:27][C:28]3[N:29]=[C:30]([C:34]4[O:35][CH:36]=[CH:37][CH:38]=4)[O:31][C:32]=3[CH3:33])=[C:22]([CH3:39])[CH:21]=2)=[N:9]1)[C:2]1[CH:3]=[CH:4][CH:5]=[CH:6][CH:7]=1, predict the reactants needed to synthesize it. The reactants are: [CH2:1]([N:8]1[CH:12]=[C:11]([C:13](OCC)=[O:14])[C:10]([O:18][CH2:19][C:20]2[CH:25]=[CH:24][C:23]([O:26][CH2:27][C:28]3[N:29]=[C:30]([C:34]4[O:35][CH:36]=[CH:37][CH:38]=4)[O:31][C:32]=3[CH3:33])=[C:22]([CH3:39])[CH:21]=2)=[N:9]1)[C:2]1[CH:7]=[CH:6][CH:5]=[CH:4][CH:3]=1.[H-].[Al+3].[Li+].[H-].[H-].[H-].O.O.O.O.O.O.O.O.O.O.S([O-])([O-])(=O)=O.[Na+].[Na+]. (2) Given the product [F:36][CH:16]([F:15])[C:17]1[CH:18]=[C:19]([C:26]2[CH:27]=[CH:28][C:29]([C:32]([F:35])([F:34])[F:33])=[CH:30][CH:31]=2)[N:20]=[C:21]([C:23]2[O:1][N:2]=[C:3]([C:4]3[CH:9]=[CH:8][C:7]([S:10]([NH2:11])(=[O:12])=[O:13])=[CH:6][CH:5]=3)[N:14]=2)[N:22]=1, predict the reactants needed to synthesize it. The reactants are: [OH:1][NH:2][C:3](=[NH:14])[C:4]1[CH:9]=[CH:8][C:7]([S:10](=[O:13])(=[O:12])[NH2:11])=[CH:6][CH:5]=1.[F:15][CH:16]([F:36])[C:17]1[N:22]=[C:21]([C:23](O)=O)[N:20]=[C:19]([C:26]2[CH:31]=[CH:30][C:29]([C:32]([F:35])([F:34])[F:33])=[CH:28][CH:27]=2)[CH:18]=1. (3) Given the product [CH3:30][C:19]1[N:18]2[N:31]=[CH:32][N:33]=[C:17]2[N:16]=[C:15]([CH:2]([C:1]([O:8][CH3:9])=[O:7])[C:3]([O:5][CH3:6])=[O:4])[C:20]=1[C:21]1[C:22]([F:29])=[CH:23][C:24]([F:28])=[CH:25][C:26]=1[F:27], predict the reactants needed to synthesize it. The reactants are: [C:1]([O:8][CH3:9])(=[O:7])[CH2:2][C:3]([O:5][CH3:6])=[O:4].[H-].[Na+].[H][H].Cl[C:15]1[C:20]([C:21]2[C:26]([F:27])=[CH:25][C:24]([F:28])=[CH:23][C:22]=2[F:29])=[C:19]([CH3:30])[N:18]2[N:31]=[CH:32][N:33]=[C:17]2[N:16]=1. (4) Given the product [CH3:1][O:2][C:3]1[CH:10]=[CH:9][C:6]([CH:7]2[C:12]3[NH:11][C:19]4[C:14]([C:13]=3[CH2:20][CH2:21][NH:22]2)=[CH:15][CH:16]=[CH:17][CH:18]=4)=[CH:5][CH:4]=1, predict the reactants needed to synthesize it. The reactants are: [CH3:1][O:2][C:3]1[CH:10]=[CH:9][C:6]([CH:7]=O)=[CH:5][CH:4]=1.[NH:11]1[C:19]2[C:14](=[CH:15][CH:16]=[CH:17][CH:18]=2)[C:13]([CH2:20][CH2:21][NH2:22])=[CH:12]1.FC(F)(F)C(O)=O. (5) Given the product [CH3:1][C:2]1[CH:11]=[C:10]([N:12]2[CH2:16][CH2:15][CH2:14][CH2:13]2)[C:9]2[CH2:8][CH2:7][CH2:6][C:5](=[O:17])[C:4]=2[N:3]=1, predict the reactants needed to synthesize it. The reactants are: [CH3:1][C:2]1[CH:11]=[C:10]([N:12]2[CH2:16][CH2:15][CH2:14][CH2:13]2)[C:9]2[CH2:8][CH2:7][CH2:6][CH:5]([OH:17])[C:4]=2[N:3]=1.